From a dataset of Reaction yield outcomes from USPTO patents with 853,638 reactions. Predict the reaction yield, written as a fraction of the theoretical maximum amount of product (1.0 means a 100% yield; for example, 0.34 means a 34% yield). (1) The reactants are [Cl:1][C:2]1[CH:9]=[CH:8][CH:7]=[C:6]([Cl:10])[C:3]=1[CH:4]=O.C1C=CC(P(C2C=CC=CC=2)C2C=CC=CC=2)=CC=1.[C:30](Br)(Br)([Br:32])[Br:31]. The catalyst is C(Cl)Cl. The product is [Cl:1][C:2]1[CH:9]=[CH:8][CH:7]=[C:6]([Cl:10])[C:3]=1[CH:4]=[C:30]([Br:32])[Br:31]. The yield is 0.400. (2) The reactants are [C:1]1([CH:7]([C:13]2[CH:18]=[CH:17][CH:16]=[CH:15][CH:14]=2)[C:8](OCC)=O)[CH:6]=[CH:5][CH:4]=[CH:3][CH:2]=1.[C:19]([C:22]1[CH:27]=[CH:26][C:25]([NH:28][C:29](=[S:32])[NH:30][NH2:31])=[CH:24][CH:23]=1)([OH:21])=[O:20].C[O-].[Na+]. The catalyst is CO. The product is [C:19]([C:22]1[CH:23]=[CH:24][C:25]([N:28]2[C:8]([CH:7]([C:1]3[CH:2]=[CH:3][CH:4]=[CH:5][CH:6]=3)[C:13]3[CH:14]=[CH:15][CH:16]=[CH:17][CH:18]=3)=[N:31][NH:30][C:29]2=[S:32])=[CH:26][CH:27]=1)([OH:21])=[O:20]. The yield is 0.0200. (3) The reactants are [CH2:1]1[C:9]2[C:4](=[CH:5][CH:6]=[CH:7][CH:8]=2)[CH2:3][CH:2]1[CH2:10][C:11]([OH:13])=[O:12].S(Cl)(Cl)=O.[CH3:18]O. No catalyst specified. The product is [CH3:18][O:12][C:11](=[O:13])[CH2:10][CH:2]1[CH2:1][C:9]2[C:4](=[CH:5][CH:6]=[CH:7][CH:8]=2)[CH2:3]1. The yield is 0.970. (4) The reactants are [C:1]1([C:7]2[CH:8]=[C:9]3[C:15]([C:16]4[CH:24]=[CH:23][C:19]([C:20]([OH:22])=[O:21])=[CH:18][CH:17]=4)=[CH:14][N:13](S(C4C=CC(C)=CC=4)(=O)=O)[C:10]3=[N:11][CH:12]=2)[CH:6]=[CH:5][CH:4]=[CH:3][CH:2]=1.Cl. The catalyst is CO.[OH-].[Na+]. The product is [C:1]1([C:7]2[CH:8]=[C:9]3[C:15]([C:16]4[CH:17]=[CH:18][C:19]([C:20]([OH:22])=[O:21])=[CH:23][CH:24]=4)=[CH:14][NH:13][C:10]3=[N:11][CH:12]=2)[CH:2]=[CH:3][CH:4]=[CH:5][CH:6]=1. The yield is 0.600. (5) The yield is 0.920. The reactants are [C:1]([O:5][C:6]([N:8]([C@@H:14]1[C:22]2[C:17](=[C:18]([C:23]3[S:24][C:25]([C:28]4[CH:33]=[CH:32][C:31]([O:34][CH:35]([CH3:37])[CH3:36])=[C:30]([C:38]#[N:39])[CH:29]=4)=[N:26][N:27]=3)[CH:19]=[CH:20][CH:21]=2)[CH2:16][CH2:15]1)[CH2:9][C:10]([O:12]C)=[O:11])=[O:7])([CH3:4])([CH3:3])[CH3:2].[OH-].[Na+]. The product is [C:1]([O:5][C:6]([N:8]([C@@H:14]1[C:22]2[C:17](=[C:18]([C:23]3[S:24][C:25]([C:28]4[CH:33]=[CH:32][C:31]([O:34][CH:35]([CH3:36])[CH3:37])=[C:30]([C:38]#[N:39])[CH:29]=4)=[N:26][N:27]=3)[CH:19]=[CH:20][CH:21]=2)[CH2:16][CH2:15]1)[CH2:9][C:10]([OH:12])=[O:11])=[O:7])([CH3:3])([CH3:2])[CH3:4]. The catalyst is CO. (6) The reactants are [CH3:1][O:2][C:3]1[CH:4]=[C:5]([C:11]2[C:19]3[C:14](=[CH:15][CH:16]=[C:17]([C:20]#[N:21])[CH:18]=3)[N:13](C3CCCCO3)[N:12]=2)[CH:6]=[CH:7][C:8]=1[O:9][CH3:10].Cl.O. The catalyst is CO. The product is [CH3:1][O:2][C:3]1[CH:4]=[C:5]([C:11]2[C:19]3[C:14](=[CH:15][CH:16]=[C:17]([C:20]#[N:21])[CH:18]=3)[NH:13][N:12]=2)[CH:6]=[CH:7][C:8]=1[O:9][CH3:10]. The yield is 0.930. (7) The reactants are C(=O)(OC)[O:2][C:3]1[CH:8]=[C:7]([N+:9]([O-:11])=[O:10])[C:6]([F:12])=[CH:5][C:4]=1[C:13]([CH3:16])([CH3:15])[CH3:14].N1CCCCC1. The catalyst is C(Cl)Cl. The product is [C:13]([C:4]1[CH:5]=[C:6]([F:12])[C:7]([N+:9]([O-:11])=[O:10])=[CH:8][C:3]=1[OH:2])([CH3:16])([CH3:14])[CH3:15]. The yield is 0.620.